From a dataset of Forward reaction prediction with 1.9M reactions from USPTO patents (1976-2016). Predict the product of the given reaction. Given the reactants [F:1][C:2]([F:14])([F:13])[C:3]([C:6]1[CH:11]=[CH:10][C:9]([CH3:12])=[CH:8][CH:7]=1)=[N:4][OH:5].Cl[CH2:16][CH2:17][S:18](Cl)(=[O:20])=[O:19].C(N(CC)CC)C.[CH3:29][OH:30], predict the reaction product. The product is: [CH3:29][O:30][CH2:16][CH2:17][S:18]([OH:20])(=[O:5])=[O:19].[F:1][C:2]([F:13])([F:14])[C:3]([C:6]1[CH:11]=[CH:10][C:9]([CH3:12])=[CH:8][CH:7]=1)=[N:4][OH:5].